From a dataset of Reaction yield outcomes from USPTO patents with 853,638 reactions. Predict the reaction yield, written as a fraction of the theoretical maximum amount of product (1.0 means a 100% yield; for example, 0.34 means a 34% yield). The reactants are [CH2:1]([N:8]1[CH2:13][CH2:12][CH2:11][CH:10](Cl)[CH2:9]1)[C:2]1[CH:7]=[CH:6][CH:5]=[CH:4][CH:3]=1.[NH:15]1[C:19]2=[N:20][CH:21]=[CH:22][CH:23]=[C:18]2[CH:17]=[CH:16]1.C(=O)([O-])[O-].[Cs+].[Cs+].O. The catalyst is CS(C)=O. The product is [CH2:1]([N:8]1[CH2:13][CH2:12][CH2:11][CH:10]1[CH2:9][N:15]1[C:19]2=[N:20][CH:21]=[CH:22][CH:23]=[C:18]2[CH:17]=[CH:16]1)[C:2]1[CH:3]=[CH:4][CH:5]=[CH:6][CH:7]=1. The yield is 0.600.